From a dataset of Reaction yield outcomes from USPTO patents with 853,638 reactions. Predict the reaction yield, written as a fraction of the theoretical maximum amount of product (1.0 means a 100% yield; for example, 0.34 means a 34% yield). The reactants are Br[C:2]1[S:6][C:5]([NH:7][C:8]([NH:10][C:11]2[CH:16]=[CH:15][C:14]([CH3:17])=[CH:13][C:12]=2[C:18]([CH:20]2[CH2:24][CH2:23][CH2:22][CH2:21]2)=[O:19])=[O:9])=[N:4][CH:3]=1.[SH:25][C:26]1[CH:31]=[CH:30][N:29]=[CH:28][CH:27]=1. No catalyst specified. The product is [CH:20]1([C:18]([C:12]2[CH:13]=[C:14]([CH3:17])[CH:15]=[CH:16][C:11]=2[NH:10][C:8]([NH:7][C:5]2[S:6][C:2]([S:25][C:26]3[CH:31]=[CH:30][N:29]=[CH:28][CH:27]=3)=[CH:3][N:4]=2)=[O:9])=[O:19])[CH2:24][CH2:23][CH2:22][CH2:21]1. The yield is 0.250.